This data is from Full USPTO retrosynthesis dataset with 1.9M reactions from patents (1976-2016). The task is: Predict the reactants needed to synthesize the given product. Given the product [C@@H:33]12[CH2:39][C@@H:36]([CH2:37][CH2:38]1)[CH2:35][C@@H:34]2[O:40][C:41]1[C:53]([CH:15]2[CH2:10][CH2:9]2)=[CH:52][C:44]([C:45]([O:47][C:48]([CH3:51])([CH3:50])[CH3:49])=[O:46])=[C:43]([F:55])[CH:42]=1, predict the reactants needed to synthesize it. The reactants are: N1(S(N[C:9](=O)[C:10]2[CH:15]=C(Cl)C(OCC34CC5CC(CC(CO)(C5)C3)C4)=CC=2F)(=O)=O)CCC1.[C@@H:33]12[CH2:39][C@@H:36]([CH2:37][CH2:38]1)[CH2:35][C@@H:34]2[O:40][C:41]1[C:53](Cl)=[CH:52][C:44]([C:45]([O:47][C:48]([CH3:51])([CH3:50])[CH3:49])=[O:46])=[C:43]([F:55])[CH:42]=1.